The task is: Predict the product of the given reaction.. This data is from Forward reaction prediction with 1.9M reactions from USPTO patents (1976-2016). (1) Given the reactants Cl[C:2]1[N:3]([CH2:10][C:11]2([OH:33])[CH2:16][CH2:15][N:14]([C:17](=[O:32])[CH2:18][N:19]3[CH2:24][CH2:23][N:22]([C:25]([O:27][C:28]([CH3:31])([CH3:30])[CH3:29])=[O:26])[CH2:21][CH2:20]3)[CH2:13][CH2:12]2)[CH:4]=[C:5]([N+:7]([O-:9])=[O:8])[N:6]=1.[H-].[Na+], predict the reaction product. The product is: [N+:7]([C:5]1[N:6]=[C:2]2[N:3]([CH:4]=1)[CH2:10][C:11]1([CH2:16][CH2:15][N:14]([C:17](=[O:32])[CH2:18][N:19]3[CH2:24][CH2:23][N:22]([C:25]([O:27][C:28]([CH3:31])([CH3:30])[CH3:29])=[O:26])[CH2:21][CH2:20]3)[CH2:13][CH2:12]1)[O:33]2)([O-:9])=[O:8]. (2) Given the reactants [Cl:1][C:2]1[CH:7]=[CH:6][C:5]([CH3:8])=[CH:4][C:3]=1[NH:9][C:10]1[C:11]([C:17]([OH:19])=O)=[CH:12][NH:13][C:14](=[O:16])[CH:15]=1.CN(C(ON1N=NC2C=CC=NC1=2)=[N+](C)C)C.F[P-](F)(F)(F)(F)F.Cl.[F:45][C:46]1[CH:51]=[CH:50][C:49]([CH:52]2[CH2:57][CH2:56][NH:55][CH2:54][CH2:53]2)=[CH:48][CH:47]=1.C(NC(C)C)(C)C.C(O)(=O)CC(CC(O)=O)(C(O)=O)O, predict the reaction product. The product is: [Cl:1][C:2]1[CH:7]=[CH:6][C:5]([CH3:8])=[CH:4][C:3]=1[NH:9][C:10]1[C:11]([C:17]([N:55]2[CH2:56][CH2:57][CH:52]([C:49]3[CH:48]=[CH:47][C:46]([F:45])=[CH:51][CH:50]=3)[CH2:53][CH2:54]2)=[O:19])=[CH:12][NH:13][C:14](=[O:16])[CH:15]=1. (3) Given the reactants [Cl:1][C:2]1[CH:10]=[C:9]2[C:5]([CH:6]=[CH:7][NH:8]2)=[CH:4][CH:3]=1.C([BH3-])#N.[Na+].[OH-].[Na+], predict the reaction product. The product is: [Cl:1][C:2]1[CH:10]=[C:9]2[C:5]([CH2:6][CH2:7][NH:8]2)=[CH:4][CH:3]=1. (4) Given the reactants CO[C:3]1[CH:4]=[C:5]([NH:11][C:12](=[O:28])[CH2:13][N:14]2[C:18]3[C:19]([C:23]([O:25][CH2:26][CH3:27])=[O:24])=[CH:20][CH:21]=[CH:22][C:17]=3[N:16]=[CH:15]2)[CH:6]=[C:7](OC)[CH:8]=1.[CH2:29]1[C:37]2C(=CC(NC(=O)CN3C4C(C(O)=O)=CC=CC=4N=C3)=CC=2)C[CH2:30]1, predict the reaction product. The product is: [CH2:30]1[C:8]2[C:3](=[CH:4][C:5]([NH:11][C:12](=[O:28])[CH2:13][N:14]3[C:18]4[C:19]([C:23]([O:25][CH2:26][CH3:27])=[O:24])=[CH:20][CH:21]=[CH:22][C:17]=4[N:16]=[CH:15]3)=[CH:6][CH:7]=2)[CH2:37][CH2:29]1. (5) Given the reactants O[CH2:2][C:3]1[C:7]2[CH:8]=[CH:9][C:10]([OH:12])=[CH:11][C:6]=2[O:5][CH:4]=1.[OH-].[Na+].[C:15]([O:18]C(=O)C)(=O)[CH3:16].C(Cl)(Cl)(Cl)[Cl:23].C1(P(C2C=CC=CC=2)C2C=CC=CC=2)C=CC=CC=1, predict the reaction product. The product is: [Cl:23][CH2:2][C:3]1[C:7]2[CH:8]=[CH:9][C:10]([O:12][C:15](=[O:18])[CH3:16])=[CH:11][C:6]=2[O:5][CH:4]=1. (6) Given the reactants [N+:1]([C:4]1[CH:5]=[CH:6][C:7]2[CH2:13][CH2:12][CH2:11][C:10](=[O:14])[NH:9][C:8]=2[CH:15]=1)([O-])=O.CC1(C)C[CH2:22][C:21](=[O:24])NC2C=C([N+]([O-])=O)C=CC1=2, predict the reaction product. The product is: [C:21]([N:9]1[C:10](=[O:14])[CH2:11][CH2:12][CH2:13][C:7]2[CH:6]=[CH:5][C:4]([NH2:1])=[CH:15][C:8]1=2)(=[O:24])[CH3:22].